Task: Predict the product of the given reaction.. Dataset: Forward reaction prediction with 1.9M reactions from USPTO patents (1976-2016) (1) Given the reactants [Br-].[CH2:2]([P+](C1C=CC=CC=1)(C1C=CC=CC=1)C1C=CC=CC=1)[CH2:3][CH:4]([CH3:6])[CH3:5].CC(C)([O-])C.[K+].[F:32][C:33]1[CH:34]=[C:35]([N:40]2[C:45](=[O:46])[C:44]([CH2:47][CH2:48][CH:49]=O)=[C:43]([C:51]3[CH:56]=[CH:55][C:54]([S:57]([CH3:60])(=[O:59])=[O:58])=[CH:53][CH:52]=3)[CH:42]=[N:41]2)[CH:36]=[CH:37][C:38]=1[F:39], predict the reaction product. The product is: [F:32][C:33]1[CH:34]=[C:35]([N:40]2[C:45](=[O:46])[C:44]([CH2:47][CH2:48][CH:49]=[CH:2][CH2:3][CH:4]([CH3:6])[CH3:5])=[C:43]([C:51]3[CH:56]=[CH:55][C:54]([S:57]([CH3:60])(=[O:58])=[O:59])=[CH:53][CH:52]=3)[CH:42]=[N:41]2)[CH:36]=[CH:37][C:38]=1[F:39]. (2) Given the reactants [F:1][C:2]1[CH:9]=[C:8]([N:10]2[C:14]([CH3:15])=[C:13](/[CH:16]=[CH:17]/[C:18]3[CH:23]=[CH:22][C:21]([F:24])=[CH:20][CH:19]=3)[C:12]([CH3:25])=[N:11]2)[CH:7]=[CH:6][C:3]=1[C:4]#[N:5], predict the reaction product. The product is: [F:1][C:2]1[CH:9]=[C:8]([N:10]2[C:14]([CH3:15])=[C:13]([CH2:16][CH2:17][C:18]3[CH:19]=[CH:20][C:21]([F:24])=[CH:22][CH:23]=3)[C:12]([CH3:25])=[N:11]2)[CH:7]=[CH:6][C:3]=1[C:4]#[N:5].